Binary Classification. Given a T-cell receptor sequence (or CDR3 region) and an epitope sequence, predict whether binding occurs between them. From a dataset of TCR-epitope binding with 47,182 pairs between 192 epitopes and 23,139 TCRs. (1) The epitope is LLWNGPMAV. The TCR CDR3 sequence is CSVEGLPYTDTQYF. Result: 0 (the TCR does not bind to the epitope). (2) The epitope is NLWNTFTRL. The TCR CDR3 sequence is CAIQGYNQPQHF. Result: 0 (the TCR does not bind to the epitope). (3) The TCR CDR3 sequence is CASSLEWGADSPLHF. Result: 1 (the TCR binds to the epitope). The epitope is ALSKGVHFV.